This data is from Full USPTO retrosynthesis dataset with 1.9M reactions from patents (1976-2016). The task is: Predict the reactants needed to synthesize the given product. (1) Given the product [C:28]([C:32]1[CH:33]=[CH:34][C:35]([CH2:36][N:9]2[C:10]3[C:16]4[CH:17]=[CH:18][CH:19]=[CH:20][C:15]=4[S:14][C:11]=3[C:12](=[O:13])[N:7]([OH:6])[C:8]2=[O:21])=[CH:38][CH:39]=1)([CH3:31])([CH3:29])[CH3:30], predict the reactants needed to synthesize it. The reactants are: COC1C=C(OC)C=CC=1C[O:6][N:7]1[C:12](=[O:13])[C:11]2[S:14][C:15]3[CH:20]=[CH:19][CH:18]=[CH:17][C:16]=3[C:10]=2[NH:9][C:8]1=[O:21].[C:28]([C:32]1[CH:39]=[CH:38][C:35]([CH2:36]Br)=[CH:34][CH:33]=1)([CH3:31])([CH3:30])[CH3:29]. (2) Given the product [NH:21]1[C:29]2[C:24](=[CH:25][CH:26]=[C:27]([C:2]3[C:11]([N:12]([CH:14]([CH3:16])[CH3:15])[CH3:13])=[N:10][C:9]4[C:4](=[CH:5][CH:6]=[C:7]([C:17]([O:19][CH3:20])=[O:18])[CH:8]=4)[N:3]=3)[CH:28]=2)[CH:23]=[N:22]1, predict the reactants needed to synthesize it. The reactants are: Cl[C:2]1[C:11]([N:12]([CH:14]([CH3:16])[CH3:15])[CH3:13])=[N:10][C:9]2[C:4](=[CH:5][CH:6]=[C:7]([C:17]([O:19][CH3:20])=[O:18])[CH:8]=2)[N:3]=1.[NH:21]1[C:29]2[C:24](=[CH:25][CH:26]=[C:27](B(O)O)[CH:28]=2)[CH:23]=[N:22]1.[O-]P([O-])([O-])=O.[K+].[K+].[K+]. (3) Given the product [Cl:1][C:2]1[CH:3]=[C:4]([C:9]2([CH:15]([C:17]3[CH:22]=[CH:21][CH:20]=[CH:19][N:18]=3)[OH:16])[CH2:14][CH2:13][N:12]([CH3:25])[CH2:11][CH2:10]2)[CH:5]=[CH:6][C:7]=1[Cl:8], predict the reactants needed to synthesize it. The reactants are: [Cl:1][C:2]1[CH:3]=[C:4]([C:9]2([CH:15]([C:17]3[CH:22]=[CH:21][CH:20]=[CH:19][N:18]=3)[OH:16])[CH2:14][CH2:13][NH:12][CH2:11][CH2:10]2)[CH:5]=[CH:6][C:7]=1[Cl:8].C=O.[CH:25](O)=O.Cl. (4) Given the product [CH:69]1([CH2:68][C@H:61]([NH:60][C:47](=[O:49])[C@@H:46]([NH:45][C:43](=[O:44])[C@H:42]([NH:41][C:39](=[O:40])[O:38][C:34]([CH3:35])([CH3:36])[CH3:37])[CH3:59])[CH2:50][C:51]2[CH:56]=[CH:55][C:54]([O:57][CH3:58])=[CH:53][CH:52]=2)[C:62]([C@@:64]2([CH3:67])[CH2:66][O:65]2)=[O:63])[CH2:73][CH2:72][CH2:71][CH2:70]1, predict the reactants needed to synthesize it. The reactants are: CN(C(ON1N=NC2C=CC=NC1=2)=[N+](C)C)C.F[P-](F)(F)(F)(F)F.CCN(C(C)C)C(C)C.[C:34]([O:38][C:39]([NH:41][C@H:42]([CH3:59])[C:43]([NH:45][C@@H:46]([CH2:50][C:51]1[CH:56]=[CH:55][C:54]([O:57][CH3:58])=[CH:53][CH:52]=1)[C:47]([OH:49])=O)=[O:44])=[O:40])([CH3:37])([CH3:36])[CH3:35].[NH2:60][C@@H:61]([CH2:68][CH:69]1[CH2:73][CH2:72][CH2:71][CH2:70]1)[C:62]([C@@:64]1([CH3:67])[CH2:66][O:65]1)=[O:63]. (5) Given the product [Br:6][C:7]1[CH:8]=[C:9]2[C:13](=[CH:14][CH:15]=1)[N:12]([C:16]1[CH:21]=[CH:20][C:19]([OH:22])=[CH:18][CH:17]=1)[C:11]([CH3:26])=[C:10]2[CH:29]=[O:30], predict the reactants needed to synthesize it. The reactants are: P(Cl)(Cl)(Cl)=O.[Br:6][C:7]1[CH:8]=[C:9]2[C:13](=[CH:14][CH:15]=1)[N:12]([C:16]1[CH:21]=[CH:20][C:19]([O:22]COC)=[CH:18][CH:17]=1)[C:11]([CH3:26])=[CH:10]2.CN(C)[CH:29]=[O:30]. (6) Given the product [Cl:1][C:2]1[CH:7]=[C:6]([CH:8]=[O:9])[CH:5]=[CH:4][C:3]=1[C:10]1[CH:15]=[CH:14][CH:13]=[C:12]([C:16]([NH2:18])=[O:17])[CH:11]=1, predict the reactants needed to synthesize it. The reactants are: [Cl:1][C:2]1[CH:7]=[C:6]([CH2:8][OH:9])[CH:5]=[CH:4][C:3]=1[C:10]1[CH:15]=[CH:14][CH:13]=[C:12]([C:16]([NH2:18])=[O:17])[CH:11]=1. (7) Given the product [CH3:23][CH:19]1[CH2:20][CH2:21][CH2:22][N:18]1[C:14]1[N:13]=[C:12]([NH:11][C:4]2[C:5]3[N:6]([CH:8]=[CH:9][N:10]=3)[N:7]=[C:2]([C:30]3[CH:31]=[C:26]([CH:27]=[CH:28][CH:29]=3)[C:24]#[N:25])[CH:3]=2)[CH:17]=[CH:16][CH:15]=1, predict the reactants needed to synthesize it. The reactants are: Cl[C:2]1[CH:3]=[C:4]([NH:11][C:12]2[CH:17]=[CH:16][CH:15]=[C:14]([N:18]3[CH2:22][CH2:21][CH2:20][CH:19]3[CH3:23])[N:13]=2)[C:5]2[N:6]([CH:8]=[CH:9][N:10]=2)[N:7]=1.[C:24]([C:26]1[CH:27]=[C:28](B(O)O)[CH:29]=[CH:30][CH:31]=1)#[N:25].C([O-])([O-])=O.[Na+].[Na+].CC(C1C=C(C(C)C)C(C2C=CC=CC=2P(C2CCCCC2)C2CCCCC2)=C(C(C)C)C=1)C. (8) Given the product [NH2:1][C:2]1[C:11]([Br:12])=[CH:10][C:9]([C:13]([NH:16][CH2:17][CH:18]2[CH2:23][CH2:22][N:21]([C:24]([O:26][C:27]([CH3:30])([CH3:29])[CH3:28])=[O:25])[CH2:20][CH2:19]2)=[O:15])=[C:8]2[C:3]=1[CH2:4][CH2:5][CH2:6][O:7]2, predict the reactants needed to synthesize it. The reactants are: [NH2:1][C:2]1[C:11]([Br:12])=[CH:10][C:9]([C:13]([OH:15])=O)=[C:8]2[C:3]=1[CH2:4][CH2:5][CH2:6][O:7]2.[NH2:16][CH2:17][CH:18]1[CH2:23][CH2:22][N:21]([C:24]([O:26][C:27]([CH3:30])([CH3:29])[CH3:28])=[O:25])[CH2:20][CH2:19]1.Cl.C(N=C=NCCCN(C)C)C. (9) Given the product [O:17]=[C:13]1[CH2:14][CH2:15][CH2:16][N:12]1[C:9]1[CH:10]=[CH:11][C:6]([C:5]([OH:18])=[O:4])=[CH:7][CH:8]=1, predict the reactants needed to synthesize it. The reactants are: [OH-].[Na+].C[O:4][C:5](=[O:18])[C:6]1[CH:11]=[CH:10][C:9]([N:12]2[CH2:16][CH2:15][CH2:14][C:13]2=[O:17])=[CH:8][CH:7]=1.Cl. (10) Given the product [CH2:23]([S:30][C:2]1[CH:11]=[C:10]2[C:5]([CH:6]=[C:7]([O:12][CH3:13])[N:8]=[CH:9]2)=[CH:4][CH:3]=1)[C:24]1[CH:29]=[CH:28][CH:27]=[CH:26][CH:25]=1, predict the reactants needed to synthesize it. The reactants are: Br[C:2]1[CH:11]=[C:10]2[C:5]([CH:6]=[C:7]([O:12][CH3:13])[N:8]=[CH:9]2)=[CH:4][CH:3]=1.CCN(C(C)C)C(C)C.[CH2:23]([SH:30])[C:24]1[CH:29]=[CH:28][CH:27]=[CH:26][CH:25]=1.